Dataset: Reaction yield outcomes from USPTO patents with 853,638 reactions. Task: Predict the reaction yield, written as a fraction of the theoretical maximum amount of product (1.0 means a 100% yield; for example, 0.34 means a 34% yield). The reactants are Cl[C:2]1[N:10]=[C:9](Cl)[C:8]([F:12])=[CH:7][C:3]=1[C:4]([NH2:6])=[O:5].[NH2:13][C:14]1[CH:26]=[CH:25][C:17]([C:18]([NH:20][C:21]([CH3:24])([CH3:23])[CH3:22])=[O:19])=[CH:16][CH:15]=1.C(O[C:32](=[O:39])[NH:33][C@H:34]1[CH2:38][CH2:37][NH:36][CH2:35]1)(C)(C)C.[C:40](O)(=O)[CH:41]=C. No catalyst specified. The product is [C:32]([NH:33][C@H:34]1[CH2:38][CH2:37][N:36]([C:9]2[C:8]([F:12])=[CH:7][C:3]([C:4]([NH2:6])=[O:5])=[C:2]([NH:13][C:14]3[CH:26]=[CH:25][C:17]([C:18](=[O:19])[NH:20][C:21]([CH3:22])([CH3:23])[CH3:24])=[CH:16][CH:15]=3)[N:10]=2)[CH2:35]1)(=[O:39])[CH:40]=[CH2:41]. The yield is 0.450.